Dataset: Full USPTO retrosynthesis dataset with 1.9M reactions from patents (1976-2016). Task: Predict the reactants needed to synthesize the given product. (1) Given the product [CH3:1][C:2]1[O:6][N:5]=[C:4]([C:7]2[CH:8]=[CH:9][CH:10]=[CH:11][CH:12]=2)[C:3]=1[CH2:13][O:14][C:15]1[N:20]=[N:19][C:18]([NH:21][C:28]([CH:25]2[CH2:26][CH2:27][O:22][CH2:23][CH2:24]2)=[O:29])=[CH:17][CH:16]=1, predict the reactants needed to synthesize it. The reactants are: [CH3:1][C:2]1[O:6][N:5]=[C:4]([C:7]2[CH:12]=[CH:11][CH:10]=[CH:9][CH:8]=2)[C:3]=1[CH2:13][O:14][C:15]1[N:20]=[N:19][C:18]([NH2:21])=[CH:17][CH:16]=1.[O:22]1[CH2:27][CH2:26][CH:25]([C:28](Cl)=[O:29])[CH2:24][CH2:23]1. (2) Given the product [Cl:32][C:33]1[C:34]([N:61]2[CH2:62][CH2:63][N:64]([CH2:67][C:68]3[CH:69]=[N:70][CH:71]=[CH:72][CH:73]=3)[CH2:65][CH2:66]2)=[C:35]2[N:41]=[C:40]([C:42]3[CH:43]=[CH:44][C:45]([N:48]4[CH2:53][CH2:52][NH:51][CH2:50][CH2:49]4)=[CH:46][CH:47]=3)[NH:39][C:36]2=[N:37][CH:38]=1, predict the reactants needed to synthesize it. The reactants are: BrC1C(N2CCN(CC3C=NC=CC=3)CC2)=C2N=C(C3C=CC(CN)=CC=3)NC2=NC=1.[Cl:32][C:33]1[C:34]([N:61]2[CH2:66][CH2:65][N:64]([CH2:67][C:68]3[CH:69]=[N:70][CH:71]=[CH:72][CH:73]=3)[CH2:63][CH2:62]2)=[C:35]2[N:41]=[C:40]([C:42]3[CH:47]=[CH:46][C:45]([N:48]4[CH2:53][CH2:52][N:51](C(OC(C)(C)C)=O)[CH2:50][CH2:49]4)=[CH:44][CH:43]=3)[NH:39][C:36]2=[N:37][CH:38]=1.C(O)(C(F)(F)F)=O.